Dataset: Peptide-MHC class II binding affinity with 134,281 pairs from IEDB. Task: Regression. Given a peptide amino acid sequence and an MHC pseudo amino acid sequence, predict their binding affinity value. This is MHC class II binding data. (1) The peptide sequence is ERTVRVLDTVEKWLA. The MHC is DRB1_0301 with pseudo-sequence DRB1_0301. The binding affinity (normalized) is 0.580. (2) The peptide sequence is WIALKESWGAIWRID. The MHC is DRB1_0301 with pseudo-sequence DRB1_0301. The binding affinity (normalized) is 0.280. (3) The peptide sequence is GELQIVDKIEAAFKI. The MHC is DRB1_0101 with pseudo-sequence DRB1_0101. The binding affinity (normalized) is 0.580. (4) The peptide sequence is TNFKYNYSVIEGGPI. The MHC is DRB1_0401 with pseudo-sequence DRB1_0401. The binding affinity (normalized) is 0.384. (5) The peptide sequence is LTQYFVQENYLEYRQVPG. The MHC is DRB1_0901 with pseudo-sequence DRB1_0901. The binding affinity (normalized) is 0.